From a dataset of Reaction yield outcomes from USPTO patents with 853,638 reactions. Predict the reaction yield, written as a fraction of the theoretical maximum amount of product (1.0 means a 100% yield; for example, 0.34 means a 34% yield). (1) The reactants are [F:1][C:2]([F:17])([C:6]1[CH:11]=[CH:10][C:9]([F:12])=[CH:8][C:7]=1[C:13]([F:16])([F:15])[F:14])[C:3]([OH:5])=O.P(Cl)(Cl)(Cl)=O.Cl.[NH2:24][CH2:25][C:26]1[CH:27]=[C:28]2[C:32](=[CH:33][CH:34]=1)[C:31](=[O:35])[N:30]([CH:36]1[CH2:41][CH2:40][C:39](=[O:42])[NH:38][C:37]1=[O:43])[CH2:29]2.C(=O)(O)[O-].[Na+]. The catalyst is N1C=CC=CC=1. The product is [O:43]=[C:37]1[CH:36]([N:30]2[CH2:29][C:28]3[C:32](=[CH:33][CH:34]=[C:26]([CH2:25][NH:24][C:3](=[O:5])[C:2]([F:1])([F:17])[C:6]4[CH:11]=[CH:10][C:9]([F:12])=[CH:8][C:7]=4[C:13]([F:16])([F:15])[F:14])[CH:27]=3)[C:31]2=[O:35])[CH2:41][CH2:40][C:39](=[O:42])[NH:38]1. The yield is 0.210. (2) The reactants are CO.[CH3:3][O:4][C:5]1[CH:10]=[CH:9][CH:8]=[C:7]([O:11][CH3:12])[C:6]=1[C:13]1[C:21]2[C:16](=[N:17][CH:18]=[C:19]([C:22]3[CH:23]=[C:24]([C:28]([N:30]4[CH2:35][CH2:34][O:33][CH2:32][CH2:31]4)=[O:29])[CH:25]=[CH:26][CH:27]=3)[CH:20]=2)[N:15](S(C2C=CC(C)=CC=2)(=O)=O)[CH:14]=1.[OH-].[K+]. The catalyst is O. The product is [CH3:3][O:4][C:5]1[CH:10]=[CH:9][CH:8]=[C:7]([O:11][CH3:12])[C:6]=1[C:13]1[C:21]2[C:16](=[N:17][CH:18]=[C:19]([C:22]3[CH:23]=[C:24]([C:28]([N:30]4[CH2:31][CH2:32][O:33][CH2:34][CH2:35]4)=[O:29])[CH:25]=[CH:26][CH:27]=3)[CH:20]=2)[NH:15][CH:14]=1. The yield is 0.310. (3) The reactants are [N+:1]([C:4]1[C:5]([NH2:16])=[N:6][CH:7]=[CH:8][C:9]=1[C:10]1[CH:15]=[CH:14][N:13]=[CH:12][CH:11]=1)([O-])=O. The catalyst is CO.[Pd]. The product is [N:6]1[CH:7]=[CH:8][C:9]([C:10]2[CH:11]=[CH:12][N:13]=[CH:14][CH:15]=2)=[C:4]([NH2:1])[C:5]=1[NH2:16]. The yield is 0.904. (4) The reactants are [C:1]([C:3]1[C:4]([CH3:14])=[N:5][S:6][C:7]=1[NH:8][C:9](=[O:13])[CH2:10][CH2:11][CH3:12])#[N:2].[OH:15]O. The catalyst is [NH4+].[OH-]. The product is [C:9]([NH:8][C:7]1[S:6][N:5]=[C:4]([CH3:14])[C:3]=1[C:1]([NH2:2])=[O:15])(=[O:13])[CH2:10][CH2:11][CH3:12]. The yield is 0.720.